This data is from Catalyst prediction with 721,799 reactions and 888 catalyst types from USPTO. The task is: Predict which catalyst facilitates the given reaction. Reactant: [CH2:1]([N:3]1[C:7]2[CH:8]=[CH:9][C:10](Br)=[CH:11][C:6]=2[N:5]=[C:4]1[CH2:13][C:14]1[N:15]([C:19]2[CH:24]=[CH:23][CH:22]=[C:21]([F:25])[CH:20]=2)[N:16]=[CH:17][CH:18]=1)[CH3:2].C([Sn](CCCC)(CCCC)[C:31]([O:33]CC)=[CH2:32])CCC. Product: [CH2:1]([N:3]1[C:7]2[CH:8]=[CH:9][C:10]([C:31](=[O:33])[CH3:32])=[CH:11][C:6]=2[N:5]=[C:4]1[CH2:13][C:14]1[N:15]([C:19]2[CH:24]=[CH:23][CH:22]=[C:21]([F:25])[CH:20]=2)[N:16]=[CH:17][CH:18]=1)[CH3:2]. The catalyst class is: 109.